Dataset: Full USPTO retrosynthesis dataset with 1.9M reactions from patents (1976-2016). Task: Predict the reactants needed to synthesize the given product. (1) Given the product [C:1]([NH:4][CH2:5][CH2:6][C:7]1[N:16]=[C:15]([C:17]([N:26]2[CH2:25][CH2:24][C:23]3[C:28](=[CH:29][CH:30]=[C:31]([N:32]([CH3:34])[CH3:33])[C:22]=3[OH:21])[CH2:27]2)=[O:19])[C:14]2[C:9](=[CH:10][CH:11]=[CH:12][CH:13]=2)[N:8]=1)(=[O:3])[CH3:2], predict the reactants needed to synthesize it. The reactants are: [C:1]([NH:4][CH2:5][CH2:6][C:7]1[N:16]=[C:15]([C:17]([OH:19])=O)[C:14]2[C:9](=[CH:10][CH:11]=[CH:12][CH:13]=2)[N:8]=1)(=[O:3])[CH3:2].Cl.[OH:21][C:22]1[C:31]([N:32]([CH3:34])[CH3:33])=[CH:30][CH:29]=[C:28]2[C:23]=1[CH2:24][CH2:25][NH:26][CH2:27]2. (2) Given the product [CH:19]1([CH2:18][C:17]2[N:24]=[N:25][C:2]3[CH:1]4[CH2:7][CH:4]([C:3]=3[CH:16]=2)[CH2:5][CH2:6]4)[CH2:21][CH2:20]1, predict the reactants needed to synthesize it. The reactants are: [CH:1]12[CH2:7][CH:4]([CH2:5][CH2:6]1)[C:3](=O)[C:2]2=O.COP([CH2:16][C:17](=O)[CH2:18][CH:19]1[CH2:21][CH2:20]1)(=O)OC.O.[NH2:24][NH2:25]. (3) The reactants are: [ClH:1].Cl.[CH3:3][N:4]1[C:8]([CH2:9][NH:10][CH2:11][C:12]2[CH:19]=[CH:18][C:15]([C:16]#[N:17])=[C:14]([C:20]3[C:29]4[C:24](=[CH:25][CH:26]=[CH:27][CH:28]=4)[CH:23]=[CH:22][CH:21]=3)[CH:13]=2)=[CH:7][N:6]=[CH:5]1.[F:30][C:31]([F:41])([F:40])[C:32]1[CH:39]=[CH:38][C:35]([CH:36]=O)=[CH:34][CH:33]=1.[O-]S([O-])(=O)=O.[Na+].[Na+].C([BH3-])#N.[Na+]. Given the product [ClH:1].[ClH:1].[CH3:3][N:4]1[C:8]([CH2:9][N:10]([CH2:11][C:12]2[CH:19]=[CH:18][C:15]([C:16]#[N:17])=[C:14]([C:20]3[C:29]4[C:24](=[CH:25][CH:26]=[CH:27][CH:28]=4)[CH:23]=[CH:22][CH:21]=3)[CH:13]=2)[CH2:36][C:35]2[CH:34]=[CH:33][C:32]([C:31]([F:30])([F:40])[F:41])=[CH:39][CH:38]=2)=[CH:7][N:6]=[CH:5]1, predict the reactants needed to synthesize it. (4) Given the product [Cl:24][CH:25]([C:29]1[CH:34]=[CH:33][CH:32]=[CH:31][CH:30]=1)[C:26]([NH:2][C:3]1[CH:8]=[CH:7][CH:6]=[C:5]([CH:9]([CH3:10])[CH3:11])[C:4]=1[OH:12])=[O:27], predict the reactants needed to synthesize it. The reactants are: Br.[NH2:2][C:3]1[CH:8]=[CH:7][CH:6]=[C:5]([CH:9]([CH3:11])[CH3:10])[C:4]=1[OH:12].C(OCC)(=O)C.C(=O)([O-])O.[Na+].[Cl:24][CH:25]([C:29]1[CH:34]=[CH:33][CH:32]=[CH:31][CH:30]=1)[C:26](Cl)=[O:27]. (5) Given the product [CH:41]1([NH:40][C:39]([C@H:36]2[CH2:37][CH2:38][C@H:33]([NH:32][C:23]([C:20]3[C:16]4[N:17]=[CH:18][N:19]=[C:14]([C:7]5[CH:8]=[CH:9][C:10]([O:12][CH3:13])=[CH:11][C:6]=5[O:5][CH2:4][CH:1]5[CH2:2][CH2:3]5)[C:15]=4[NH:22][CH:21]=3)=[O:25])[CH2:34][CH2:35]2)=[O:44])[CH2:43][CH2:42]1, predict the reactants needed to synthesize it. The reactants are: [CH:1]1([CH2:4][O:5][C:6]2[CH:11]=[C:10]([O:12][CH3:13])[CH:9]=[CH:8][C:7]=2[C:14]2[C:15]3[NH:22][CH:21]=[C:20]([C:23]([OH:25])=O)[C:16]=3[N:17]=[CH:18][N:19]=2)[CH2:3][CH2:2]1.C(OC(=O)[NH:32][C@H:33]1[CH2:38][CH2:37][C@H:36]([C:39](=[O:44])[NH:40][CH:41]2[CH2:43][CH2:42]2)[CH2:35][CH2:34]1)(C)(C)C. (6) Given the product [CH3:1][O:2][C:3]1[CH:8]=[CH:7][C:6]2[C:9]3[C:10]4[CH2:11][CH2:12][C:13](=[O:18])[C:14]=4[CH:15]=[CH:16][C:17]=3[NH:19][C:5]=2[CH:4]=1, predict the reactants needed to synthesize it. The reactants are: [CH3:1][O:2][C:3]1[CH:8]=[CH:7][C:6]([C:9]2[CH:17]=[CH:16][CH:15]=[C:14]3[C:10]=2[CH2:11][CH2:12][C:13]3=[O:18])=[C:5]([N+:19]([O-])=O)[CH:4]=1.P(OCC)(OCC)OCC.